This data is from Reaction yield outcomes from USPTO patents with 853,638 reactions. The task is: Predict the reaction yield, written as a fraction of the theoretical maximum amount of product (1.0 means a 100% yield; for example, 0.34 means a 34% yield). (1) The reactants are [F:1][C:2]1[CH:7]=[CH:6][C:5]([N:8]2[C:16]3[CH2:15][CH2:14][CH2:13][NH:12][C:11]=3[CH:10]=[N:9]2)=[CH:4][CH:3]=1.[NH:17]1[CH:21]=[CH:20][N:19]=[C:18]1[C:22]1[C:30]2[C:25](=[N:26][CH:27]=[CH:28][CH:29]=2)[N:24]([CH2:31][C:32](O)=[O:33])[N:23]=1.CCN(CC)CC.CN(C(ON1N=NC2C=CC=NC1=2)=[N+](C)C)C.F[P-](F)(F)(F)(F)F. The catalyst is CN(C=O)C. The product is [F:1][C:2]1[CH:3]=[CH:4][C:5]([N:8]2[C:16]3[CH2:15][CH2:14][CH2:13][N:12]([C:32](=[O:33])[CH2:31][N:24]4[C:25]5=[N:26][CH:27]=[CH:28][CH:29]=[C:30]5[C:22]([C:18]5[NH:17][CH:21]=[CH:20][N:19]=5)=[N:23]4)[C:11]=3[CH:10]=[N:9]2)=[CH:6][CH:7]=1. The yield is 0.960. (2) The yield is 0.900. The catalyst is O1CCOCC1. The reactants are [CH2:1]([O:3][C:4]1[CH:5]=[C:6]([N:13]2[CH2:18][CH2:17][NH:16][CH2:15][CH2:14]2)[CH:7]=[CH:8][C:9]=1[N+:10]([O-:12])=[O:11])[CH3:2].I[CH2:20][CH2:21][CH3:22]. The product is [CH2:1]([O:3][C:4]1[CH:5]=[C:6]([N:13]2[CH2:14][CH2:15][N:16]([CH2:20][CH2:21][CH3:22])[CH2:17][CH2:18]2)[CH:7]=[CH:8][C:9]=1[N+:10]([O-:12])=[O:11])[CH3:2]. (3) The reactants are O[CH2:2][CH2:3][C:4]1[CH:23]=[CH:22][C:7]([O:8][CH2:9][CH2:10][O:11][CH2:12][CH2:13][NH:14][C:15](=[O:21])[O:16][C:17]([CH3:20])([CH3:19])[CH3:18])=[CH:6][CH:5]=1.C1(P(C2C=CC=CC=2)C2C=CC=CC=2)C=CC=CC=1.C(Cl)(Cl)(Cl)[Cl:44]. No catalyst specified. The product is [Cl:44][CH2:2][CH2:3][C:4]1[CH:23]=[CH:22][C:7]([O:8][CH2:9][CH2:10][O:11][CH2:12][CH2:13][NH:14][C:15](=[O:21])[O:16][C:17]([CH3:20])([CH3:19])[CH3:18])=[CH:6][CH:5]=1. The yield is 1.00.